Task: Predict the reactants needed to synthesize the given product.. Dataset: Full USPTO retrosynthesis dataset with 1.9M reactions from patents (1976-2016) (1) Given the product [CH3:2][N:8]1[CH2:12][CH2:11][C@H:10]([NH:13][C:14]([C:16]2[NH:17][C:18]3[CH:19]=[CH:20][C:21]4[CH:28]=[CH:27][CH:26]=[CH:25][C:22]=4[C:23]=3[CH:24]=2)=[O:15])[CH2:9]1, predict the reactants needed to synthesize it. The reactants are: F[C:2](F)(F)C(O)=O.[NH:8]1[CH2:12][CH2:11][C@H:10]([NH:13][C:14]([C:16]2[NH:17][C:18]3[CH:19]=[CH:20][C:21]4[CH:28]=[CH:27][CH:26]=[CH:25][C:22]=4[C:23]=3[CH:24]=2)=[O:15])[CH2:9]1.N. (2) Given the product [Cl:1][C:2]1[C:9]([N+:10]([O-:12])=[O:11])=[CH:8][C:5]2[CH:6]=[C:15]([C:16]([O:18][CH3:19])=[O:17])[S:14][C:4]=2[CH:3]=1, predict the reactants needed to synthesize it. The reactants are: [Cl:1][C:2]1[C:9]([N+:10]([O-:12])=[O:11])=[CH:8][C:5]([CH:6]=O)=[C:4](F)[CH:3]=1.[SH:14][CH2:15][C:16]([O:18][CH3:19])=[O:17].C([O-])([O-])=O.[K+].[K+].